This data is from Reaction yield outcomes from USPTO patents with 853,638 reactions. The task is: Predict the reaction yield, written as a fraction of the theoretical maximum amount of product (1.0 means a 100% yield; for example, 0.34 means a 34% yield). The reactants are [Cl:1][C:2]1[CH:6]=[CH:5][N:4]([CH3:7])[N:3]=1.[S:8]([Cl:12])(=O)(=[O:10])[OH:9]. No catalyst specified. The product is [Cl:1][C:2]1[C:6]([S:8]([Cl:12])(=[O:10])=[O:9])=[CH:5][N:4]([CH3:7])[N:3]=1. The yield is 0.760.